The task is: Predict the reaction yield, written as a fraction of the theoretical maximum amount of product (1.0 means a 100% yield; for example, 0.34 means a 34% yield).. This data is from Reaction yield outcomes from USPTO patents with 853,638 reactions. (1) The reactants are [OH:1][CH2:2][C:3]1[CH:4]=[C:5](B(O)O)[CH:6]=[CH:7][CH:8]=1.I[C:13]1[C:21]2[C:16](=[N:17][CH:18]=[N:19][C:20]=2[NH2:22])[N:15]([CH:23]([CH3:25])[CH3:24])[N:14]=1.C([O-])([O-])=O.[Na+].[Na+]. The catalyst is CCO.COCCOC.C1C=CC([P]([Pd]([P](C2C=CC=CC=2)(C2C=CC=CC=2)C2C=CC=CC=2)([P](C2C=CC=CC=2)(C2C=CC=CC=2)C2C=CC=CC=2)[P](C2C=CC=CC=2)(C2C=CC=CC=2)C2C=CC=CC=2)(C2C=CC=CC=2)C2C=CC=CC=2)=CC=1. The product is [NH2:22][C:20]1[N:19]=[CH:18][N:17]=[C:16]2[N:15]([CH:23]([CH3:25])[CH3:24])[N:14]=[C:13]([C:5]3[CH:4]=[C:3]([CH2:2][OH:1])[CH:8]=[CH:7][CH:6]=3)[C:21]=12. The yield is 0.420. (2) The yield is 0.310. The product is [Br:18][C:16]1[CH:17]=[C:12]([NH:10][C:7]2[CH:8]=[CH:9][N:4]3[CH:3]=[CH:2][N:1]=[C:5]3[N:6]=2)[C:13](=[O:20])[N:14]([CH3:19])[CH:15]=1. The reactants are [N:1]1[CH:2]=[CH:3][N:4]2[CH:9]=[CH:8][C:7]([NH2:10])=[N:6][C:5]=12.Br[C:12]1[C:13](=[O:20])[N:14]([CH3:19])[CH:15]=[C:16]([Br:18])[CH:17]=1.CC1(C)C2C(=C(P(C3C=CC=CC=3)C3C=CC=CC=3)C=CC=2)OC2C(P(C3C=CC=CC=3)C3C=CC=CC=3)=CC=CC1=2.C([O-])([O-])=O.[Cs+].[Cs+]. The catalyst is C1C=CC(/C=C/C(/C=C/C2C=CC=CC=2)=O)=CC=1.C1C=CC(/C=C/C(/C=C/C2C=CC=CC=2)=O)=CC=1.C1C=CC(/C=C/C(/C=C/C2C=CC=CC=2)=O)=CC=1.[Pd].[Pd].O1CCOCC1. (3) The reactants are [Cl:1][C:2]1[N:7]=[C:6]([C:8]([O:10][CH2:11][CH3:12])=[O:9])[C:5](F)=[CH:4][N:3]=1.[O:14]1[CH2:18][CH2:17][CH:16]([NH2:19])[CH2:15]1. No catalyst specified. The product is [Cl:1][C:2]1[N:7]=[C:6]([C:8]([O:10][CH2:11][CH3:12])=[O:9])[C:5]([NH:19][CH:16]2[CH2:17][CH2:18][O:14][CH2:15]2)=[CH:4][N:3]=1. The yield is 0.770. (4) The reactants are [C:1]([C:3]1[CH:8]=[CH:7][CH:6]=[CH:5][C:4]=1[S:9]([N:12]([CH2:32][CH3:33])[CH2:13][CH2:14][CH2:15][NH:16][C:17](=[O:31])[C@H:18]([CH2:27][CH:28]([CH3:30])[CH3:29])[NH:19][C:20](OC(C)(C)C)=[O:21])(=[O:11])=[O:10])#[N:2].Cl.O1CCOCC1.[S:41]1[C:45]2[CH:46]=[CH:47][CH:48]=[CH:49][C:44]=2[CH:43]=[C:42]1C(O)=O.C1C=CC2N(O)N=NC=2C=1.CCN=C=NCCCN(C)C.Cl.C(N(CC)CC)C. The catalyst is C(Cl)Cl.CO.C(Cl)Cl. The product is [C:1]([C:3]1[CH:8]=[CH:7][CH:6]=[CH:5][C:4]=1[S:9]([N:12]([CH2:32][CH3:33])[CH2:13][CH2:14][CH2:15][NH:16][C:17]([C@@H:18]([NH:19][C:20]([C:42]1[S:41][C:45]2[CH:46]=[CH:47][CH:48]=[CH:49][C:44]=2[CH:43]=1)=[O:21])[CH2:27][CH:28]([CH3:29])[CH3:30])=[O:31])(=[O:10])=[O:11])#[N:2]. The yield is 0.580. (5) The product is [S:1]1[CH:5]=[CH:4][C:3]([CH2:6][N:12]=[C:15]=[O:24])=[CH:2]1. The catalyst is C1(C)C=CC=CC=1. The yield is 0.400. The reactants are [S:1]1[CH:5]=[CH:4][C:3]([CH2:6]C(O)=O)=[CH:2]1.C([N:12]([CH2:15]C)CC)C.C1(P(N=[N+]=[N-])(C2C=CC=CC=2)=[O:24])C=CC=CC=1. (6) The reactants are [C:1]1([C:7]2[S:11][C:10]([C:12]([OH:14])=[O:13])=[C:9]([N:15]([C@H:25]3[CH2:30][CH2:29][C@H:28]([OH:31])[CH2:27][CH2:26]3)[C:16]([C@H:18]3[CH2:23][CH2:22][C@H:21]([CH3:24])[CH2:20][CH2:19]3)=[O:17])[CH:8]=2)[CH2:6][CH2:5][CH2:4][CH2:3][CH:2]=1. The catalyst is CO.[Pd]. The product is [CH:1]1([C:7]2[S:11][C:10]([C:12]([OH:14])=[O:13])=[C:9]([N:15]([C@H:25]3[CH2:26][CH2:27][C@H:28]([OH:31])[CH2:29][CH2:30]3)[C:16]([C@H:18]3[CH2:23][CH2:22][C@H:21]([CH3:24])[CH2:20][CH2:19]3)=[O:17])[CH:8]=2)[CH2:6][CH2:5][CH2:4][CH2:3][CH2:2]1. The yield is 0.320. (7) The reactants are [CH3:1][O:2][C:3]1[CH:4]=[C:5]2[C:10](=[CH:11][C:12]=1[CH3:13])[NH:9][CH:8]=[C:7](C(O)=O)[C:6]2=[O:17].CCCCCC. The catalyst is C1(OC2C=CC=CC=2)C=CC=CC=1. The product is [CH3:1][O:2][C:3]1[CH:4]=[C:5]2[C:10](=[CH:11][C:12]=1[CH3:13])[NH:9][CH:8]=[CH:7][C:6]2=[O:17]. The yield is 0.930.